From a dataset of Peptide-MHC class I binding affinity with 185,985 pairs from IEDB/IMGT. Regression. Given a peptide amino acid sequence and an MHC pseudo amino acid sequence, predict their binding affinity value. This is MHC class I binding data. The peptide sequence is FMPKVNFEV. The MHC is HLA-C03:03 with pseudo-sequence HLA-C03:03. The binding affinity (normalized) is 0.0847.